This data is from Peptide-MHC class I binding affinity with 185,985 pairs from IEDB/IMGT. The task is: Regression. Given a peptide amino acid sequence and an MHC pseudo amino acid sequence, predict their binding affinity value. This is MHC class I binding data. (1) The peptide sequence is WKAIGAYIL. The MHC is HLA-A80:01 with pseudo-sequence HLA-A80:01. The binding affinity (normalized) is 0.0847. (2) The peptide sequence is KACPPGFVF. The MHC is HLA-B58:01 with pseudo-sequence HLA-B58:01. The binding affinity (normalized) is 0.733. (3) The peptide sequence is NSTSTWVTY. The MHC is HLA-A30:02 with pseudo-sequence HLA-A30:02. The binding affinity (normalized) is 0.311. (4) The peptide sequence is QMWTLMYFHR. The MHC is HLA-A33:01 with pseudo-sequence HLA-A33:01. The binding affinity (normalized) is 0.670. (5) The peptide sequence is TPTWNRKELL. The MHC is HLA-B07:02 with pseudo-sequence HLA-B07:02. The binding affinity (normalized) is 0.732.